Task: Predict the reactants needed to synthesize the given product.. Dataset: Retrosynthesis with 50K atom-mapped reactions and 10 reaction types from USPTO Given the product CC1CN(c2ccc3c(n2)N(C(=O)Nc2cnccn2)[C@H]2CCN3C2)CCN1Cc1ccccc1, predict the reactants needed to synthesize it. The reactants are: CC1CNCCN1Cc1ccccc1.O=C(Nc1cnccn1)N1c2nc(Cl)ccc2N2CC[C@H]1C2.